Dataset: Full USPTO retrosynthesis dataset with 1.9M reactions from patents (1976-2016). Task: Predict the reactants needed to synthesize the given product. (1) Given the product [Br:1][C:2]1[CH:8]=[CH:7][C:5]([NH:6][C:15]2[CH:14]=[N:13][CH:12]=[CH:11][C:16]=2[C:17]([OH:19])=[O:18])=[C:4]([CH3:9])[CH:3]=1, predict the reactants needed to synthesize it. The reactants are: [Br:1][C:2]1[CH:8]=[CH:7][C:5]([NH2:6])=[C:4]([CH3:9])[CH:3]=1.F[C:11]1[CH:12]=[N:13][CH:14]=[CH:15][C:16]=1[C:17]([OH:19])=[O:18].[Li+].C[Si]([N-][Si](C)(C)C)(C)C. (2) The reactants are: [CH:1]1([NH:4][C:5](=[O:51])[NH:6][C:7]2[CH:49]=[CH:48][C:10]([O:11][C:12]3[CH:17]=[CH:16][N:15]=[C:14]4[CH:18]=[C:19]([C:21]5[N:26]=[CH:25][C:24]([CH2:27][N:28]6[CH2:33][CH2:32][N:31]([C:34](=[O:47])[C@@H:35]([NH:39]C(=O)OC(C)(C)C)[CH:36]([CH3:38])[CH3:37])[CH2:30][CH2:29]6)=[CH:23][CH:22]=5)[S:20][C:13]=34)=[C:9]([F:50])[CH:8]=2)[CH2:3][CH2:2]1.C(O)(C(F)(F)F)=O. Given the product [OH-:11].[NH4+:4].[NH2:39][C@@H:35]([CH:36]([CH3:38])[CH3:37])[C:34]([N:31]1[CH2:30][CH2:29][N:28]([CH2:27][C:24]2[CH:23]=[CH:22][C:21]([C:19]3[S:20][C:13]4[C:14](=[N:15][CH:16]=[CH:17][C:12]=4[O:11][C:10]4[CH:48]=[CH:49][C:7]([NH:6][C:5]([NH:4][CH:1]5[CH2:3][CH2:2]5)=[O:51])=[CH:8][C:9]=4[F:50])[CH:18]=3)=[N:26][CH:25]=2)[CH2:33][CH2:32]1)=[O:47], predict the reactants needed to synthesize it. (3) Given the product [CH2:1]([O:3][C:4]([C:6]1[C:10]([Cl:12])=[C:9]([CH3:11])[NH:8][N:7]=1)=[O:5])[CH3:2], predict the reactants needed to synthesize it. The reactants are: [CH2:1]([O:3][C:4]([C:6]1[CH:10]=[C:9]([CH3:11])[NH:8][N:7]=1)=[O:5])[CH3:2].[Cl:12]N1C(=O)CCC1=O. (4) The reactants are: [CH3:1][C:2]1[CH:10]=[CH:9][CH:8]=[CH:7][C:3]=1[C:4]([NH2:6])=[NH:5].[Cl:11][C:12]1[CH:23]=[C:22]([Cl:24])[CH:21]=[CH:20][C:13]=1[CH:14]=[C:15]([C:18]#[N:19])[C:16]#[N:17]. Given the product [NH2:19][CH2:18][C:15]1[C:16]([NH2:17])=[N:5][C:4]([C:3]2[CH:7]=[CH:8][CH:9]=[CH:10][C:2]=2[CH3:1])=[N:6][C:14]=1[C:13]1[CH:20]=[CH:21][C:22]([Cl:24])=[CH:23][C:12]=1[Cl:11], predict the reactants needed to synthesize it. (5) Given the product [C:18]([O:22][C:23]([N:25]1[CH2:30][CH2:29][CH:28]([CH:31]=[CH:3][C:2](=[O:1])[C:10]2[CH:11]=[N:12][CH:13]=[CH:14][CH:15]=2)[CH2:27][CH2:26]1)=[O:24])([CH3:21])([CH3:19])[CH3:20], predict the reactants needed to synthesize it. The reactants are: [O:1]=[C:2]([C:10]1[CH:11]=[N:12][CH:13]=[CH:14][CH:15]=1)[CH2:3]P(=O)(OC)OC.[H-].[Na+].[C:18]([O:22][C:23]([N:25]1[CH2:30][CH2:29][CH:28]([CH:31]=O)[CH2:27][CH2:26]1)=[O:24])([CH3:21])([CH3:20])[CH3:19].